Dataset: Catalyst prediction with 721,799 reactions and 888 catalyst types from USPTO. Task: Predict which catalyst facilitates the given reaction. (1) Reactant: C([O-])=O.[NH4+].Cl[C:6]1[N:11]=[N:10][C:9]([NH2:12])=[C:8]([C:13]2[CH:18]=[CH:17][C:16]([CH3:19])=[CH:15][C:14]=2[CH3:20])[CH:7]=1. Product: [CH3:20][C:14]1[CH:15]=[C:16]([CH3:19])[CH:17]=[CH:18][C:13]=1[C:8]1[CH:7]=[CH:6][N:11]=[N:10][C:9]=1[NH2:12]. The catalyst class is: 19. (2) Reactant: CC1(C)C2C(=C(P(C3C=CC=CC=3)C3C=CC=CC=3)C=CC=2)OC2C(P(C3C=CC=CC=3)C3C=CC=CC=3)=CC=CC1=2.C([O-])([O-])=O.[Cs+].[Cs+].Cl[C:50]1[N:55]=[CH:54][C:53]([N:56]2[CH2:61][CH2:60][CH:59]([CH2:62][C:63]#[N:64])[CH2:58][CH2:57]2)=[CH:52][CH:51]=1.[CH:65]1([N:70]2[C:74]3[N:75]=[C:76]([NH2:79])[N:77]=[CH:78][C:73]=3[C:72]3[CH:80]=[CH:81][N:82]=[C:83]([F:84])[C:71]2=3)[CH2:69][CH2:68][CH2:67][CH2:66]1. Product: [CH:65]1([N:70]2[C:74]3[N:75]=[C:76]([NH:79][C:50]4[N:55]=[CH:54][C:53]([N:56]5[CH2:61][CH2:60][CH:59]([CH2:62][C:63]#[N:64])[CH2:58][CH2:57]5)=[CH:52][CH:51]=4)[N:77]=[CH:78][C:73]=3[C:72]3[CH:80]=[CH:81][N:82]=[C:83]([F:84])[C:71]2=3)[CH2:66][CH2:67][CH2:68][CH2:69]1. The catalyst class is: 110.